This data is from Catalyst prediction with 721,799 reactions and 888 catalyst types from USPTO. The task is: Predict which catalyst facilitates the given reaction. (1) Reactant: [NH2:1][C:2]1[N:7]=[C:6](S(C)=O)[C:5]([C:11]2[CH:12]=[CH:13][C:14](=[O:20])[N:15]([CH:17]([CH3:19])[CH3:18])[N:16]=2)=[C:4]([C:21]2[CH:26]=[CH:25][CH:24]=[CH:23][CH:22]=2)[N:3]=1.[CH3:27][NH2:28]. Product: [NH2:1][C:2]1[N:7]=[C:6]([NH:28][CH3:27])[C:5]([C:11]2[CH:12]=[CH:13][C:14](=[O:20])[N:15]([CH:17]([CH3:19])[CH3:18])[N:16]=2)=[C:4]([C:21]2[CH:26]=[CH:25][CH:24]=[CH:23][CH:22]=2)[N:3]=1. The catalyst class is: 5. (2) Reactant: [H-].[Na+].[Br:3][C:4]1[CH:9]=[C:8]([Cl:10])[C:7]([CH3:11])=[CH:6][C:5]=1[NH:12][C:13]([CH:15]1[CH2:20][CH2:19][N:18]([C:21]([O:23][C:24]([CH3:27])([CH3:26])[CH3:25])=[O:22])[CH2:17][CH2:16]1)=[O:14].[CH2:28](Br)[C:29]1[CH:34]=[CH:33][CH:32]=[CH:31][CH:30]=1.Cl. Product: [CH2:28]([N:12]([C:5]1[CH:6]=[C:7]([CH3:11])[C:8]([Cl:10])=[CH:9][C:4]=1[Br:3])[C:13]([CH:15]1[CH2:20][CH2:19][N:18]([C:21]([O:23][C:24]([CH3:27])([CH3:26])[CH3:25])=[O:22])[CH2:17][CH2:16]1)=[O:14])[C:29]1[CH:34]=[CH:33][CH:32]=[CH:31][CH:30]=1. The catalyst class is: 9.